From a dataset of Forward reaction prediction with 1.9M reactions from USPTO patents (1976-2016). Predict the product of the given reaction. (1) Given the reactants [C:1]([O:5][C:6](=[O:39])[CH2:7][C@@:8]1([C:23]([NH:25][CH:26]2[CH2:31][CH2:30][N:29]([C:32]([O:34][C:35]([CH3:38])([CH3:37])[CH3:36])=[O:33])[CH2:28][CH2:27]2)=[O:24])[C@H:12]([CH3:13])[CH2:11][N:10](CC2C(Cl)=CC=CC=2Cl)[CH2:9]1)([CH3:4])([CH3:3])[CH3:2].Br[CH2:41][C:42]1[C:47]([C:48]([F:51])([F:50])[F:49])=[CH:46][CH:45]=[CH:44][C:43]=1[Cl:52].C(=O)([O-])[O-].[K+].[K+].C(OCC)(=O)C, predict the reaction product. The product is: [C:1]([O:5][C:6](=[O:39])[CH2:7][C@@:8]1([C:23]([NH:25][CH:26]2[CH2:31][CH2:30][N:29]([C:32]([O:34][C:35]([CH3:38])([CH3:37])[CH3:36])=[O:33])[CH2:28][CH2:27]2)=[O:24])[C@H:12]([CH3:13])[CH2:11][N:10]([CH2:41][C:42]2[C:47]([C:48]([F:51])([F:50])[F:49])=[CH:46][CH:45]=[CH:44][C:43]=2[Cl:52])[CH2:9]1)([CH3:4])([CH3:2])[CH3:3]. (2) The product is: [Cl:11][C:7]1[C:8]([N:18]([CH3:19])[CH3:17])=[N:9][C:4]([CH:1]2[CH2:3][CH2:2]2)=[N:5][C:6]=1[C:12]([O:14][CH3:15])=[O:13]. Given the reactants [CH:1]1([C:4]2[N:9]=[C:8](Cl)[C:7]([Cl:11])=[C:6]([C:12]([O:14][CH3:15])=[O:13])[N:5]=2)[CH2:3][CH2:2]1.Cl.[CH3:17][NH:18][CH3:19].C(N(CC)CC)C.ClCCl, predict the reaction product.